Dataset: Full USPTO retrosynthesis dataset with 1.9M reactions from patents (1976-2016). Task: Predict the reactants needed to synthesize the given product. (1) Given the product [CH3:11][O:10][C:3]1[C:2]([CH:24]([NH:23][S:21]([C:17]([CH3:20])([CH3:19])[CH3:18])=[O:22])[CH2:25][CH2:26][CH2:27][C:28]([O:30][CH3:31])=[O:29])=[C:7]([O:8][CH3:9])[CH:6]=[CH:5][N:4]=1, predict the reactants needed to synthesize it. The reactants are: Br[C:2]1[C:3]([O:10][CH3:11])=[N:4][CH:5]=[CH:6][C:7]=1[O:8][CH3:9].[Li]CCCC.[C:17]([S:21]([N:23]=[CH:24][CH2:25][CH2:26][CH2:27][C:28]([O:30][CH3:31])=[O:29])=[O:22])([CH3:20])([CH3:19])[CH3:18].[NH4+].[Cl-]. (2) Given the product [O:41]=[S:29]1(=[O:40])[C:35]2[CH:36]=[CH:37][CH:38]=[CH:39][C:34]=2[CH2:33][N:32]([C:2]2[N:11]=[C:10]([NH:12][CH2:13][CH:14]([OH:15])[CH2:18][OH:17])[C:9]3[C:4](=[CH:5][CH:6]=[C:7]([CH3:21])[CH:8]=3)[N:3]=2)[CH2:31][CH2:30]1, predict the reactants needed to synthesize it. The reactants are: Cl[C:2]1[N:11]=[C:10]([NH:12][CH2:13][CH:14]2[CH2:18][O:17]C(C)(C)[O:15]2)[C:9]2[C:4](=[CH:5][CH:6]=[C:7]([CH3:21])[CH:8]=2)[N:3]=1.C(N(CC)CC)C.[S:29]1(=[O:41])(=[O:40])[C:35]2[CH:36]=[CH:37][CH:38]=[CH:39][C:34]=2[CH2:33][NH:32][CH2:31][CH2:30]1.Cl. (3) The reactants are: [O:1]=[C:2]1[O:6][C@H:5]([C@@H:7]([NH:15][C:16](=[O:22])[O:17][C:18]([CH3:21])([CH3:20])[CH3:19])[CH2:8][C:9]2[CH:14]=[CH:13][CH:12]=[CH:11][CH:10]=2)[CH2:4][CH2:3]1.Br[CH2:24][C:25]1[CH:30]=[CH:29][C:28]([C:31]2[CH:36]=[CH:35][CH:34]=[CH:33][N:32]=2)=[CH:27][CH:26]=1.[O-]CC.[Na+].O.[OH-].[Li+].C(O)(=O)C. Given the product [O:1]=[C:2]1[O:6][C@H:5]([C@@H:7]([NH:15][C:16](=[O:22])[O:17][C:18]([CH3:19])([CH3:21])[CH3:20])[CH2:8][C:9]2[CH:10]=[CH:11][CH:12]=[CH:13][CH:14]=2)[CH2:4][CH:3]1[CH2:24][C:25]1[CH:26]=[CH:27][C:28]([C:31]2[CH:36]=[CH:35][CH:34]=[CH:33][N:32]=2)=[CH:29][CH:30]=1, predict the reactants needed to synthesize it. (4) Given the product [NH2:62][C@@H:65]1[CH2:69][CH2:68][C@@H:67]([NH:70][C:71]2[CH:76]=[C:75]([C:77]3[CH:82]=[CH:81][CH:80]=[C:79]([NH:83][CH2:84][C:85]4[CH:90]=[CH:89][CH:88]=[C:87]([F:91])[CH:86]=4)[N:78]=3)[C:74]([Cl:92])=[CH:73][N:72]=2)[CH2:66]1, predict the reactants needed to synthesize it. The reactants are: ClC1C(C2C=CC=C(NCC3C=CC=C(F)C=3)N=2)=CC(N[C@@H]2CC[C@H](O)C2)=NC=1.C(N(C(C)C)CC)(C)C.S(Cl)(C)(=O)=O.[N-]=[N+]=[N-].[Na+].N1C(N)=CC=CC=1C1(N)C=CC=CN1.[N:62]([C@@H:65]1[CH2:69][CH2:68][C@@H:67]([NH:70][C:71]2[CH:76]=[C:75]([C:77]3[CH:82]=[CH:81][CH:80]=[C:79]([NH:83][CH2:84][C:85]4[CH:90]=[CH:89][CH:88]=[C:87]([F:91])[CH:86]=4)[N:78]=3)[C:74]([Cl:92])=[CH:73][N:72]=2)[CH2:66]1)=[N+]=[N-]. (5) Given the product [NH2:1][C:4]1[CH:12]=[CH:11][C:10]([N:13]2[CH2:18][CH2:17][N:16]([CH3:19])[CH2:15][CH2:14]2)=[CH:9][C:5]=1[C:6]([OH:8])=[O:7], predict the reactants needed to synthesize it. The reactants are: [N+:1]([C:4]1[CH:12]=[CH:11][C:10]([N:13]2[CH2:18][CH2:17][N:16]([CH3:19])[CH2:15][CH2:14]2)=[CH:9][C:5]=1[C:6]([OH:8])=[O:7])([O-])=O.C1CCCCC=1.